Task: Predict which catalyst facilitates the given reaction.. Dataset: Catalyst prediction with 721,799 reactions and 888 catalyst types from USPTO (1) Reactant: [CH2:1]([O:3][C:4]1[C:11]([O:12][CH2:13][CH3:14])=[CH:10][C:7]([CH:8]=O)=[C:6]([N+]([O-])=O)[C:5]=1[N+:18]([O-:20])=[O:19])[CH3:2].[CH3:21]N(C)C=O.C[CH:27]([SH:31])[C:28]([O-:30])=[O:29]. Product: [CH3:21][O:30][C:28]([C:27]1[S:31][C:6]2[C:5]([N+:18]([O-:20])=[O:19])=[C:4]([O:3][CH2:1][CH3:2])[C:11]([O:12][CH2:13][CH3:14])=[CH:10][C:7]=2[CH:8]=1)=[O:29]. The catalyst class is: 66. (2) Reactant: [CH:1]12[CH2:7][CH:4]([NH:5][CH2:6]1)[CH2:3][N:2]2[C:8]1[N:13]2[CH:14]=[CH:15][N:16]=[C:12]2[CH:11]=[C:10]([C:17]2[CH:22]=[CH:21][N:20]=[C:19]([NH:23][CH:24]([C:26]3[CH:31]=[CH:30][CH:29]=[CH:28][CH:27]=3)[CH3:25])[CH:18]=2)[N:9]=1.C(=O)([O-])[O-].[K+].[K+].Br[CH2:39][CH2:40][O:41][C:42]1[CH:47]=[CH:46][CH:45]=[CH:44][CH:43]=1. Product: [O:41]([CH2:40][CH2:39][N:5]1[CH2:6][C@@H:1]2[CH2:7][C@H:4]1[CH2:3][N:2]2[C:8]1[N:13]2[CH:14]=[CH:15][N:16]=[C:12]2[CH:11]=[C:10]([C:17]2[CH:22]=[CH:21][N:20]=[C:19]([NH:23][C@H:24]([C:26]3[CH:27]=[CH:28][CH:29]=[CH:30][CH:31]=3)[CH3:25])[CH:18]=2)[N:9]=1)[C:42]1[CH:47]=[CH:46][CH:45]=[CH:44][CH:43]=1. The catalyst class is: 291. (3) Reactant: ClC1C=CC([O:8][C:9](=O)[NH:10][C:11]2[CH:12]=[N:13][CH:14]=[C:15]([C:17]#[C:18][C:19]3[CH:20]=[N:21][C:22]([NH:25][CH2:26][CH2:27][N:28]4[CH2:33][CH2:32][O:31][CH2:30][CH2:29]4)=[N:23][CH:24]=3)[CH:16]=2)=CC=1.[NH2:35][CH2:36][C:37]1[CH:42]=[CH:41][CH:40]=[CH:39][C:38]=1[N:43]([CH3:45])[CH3:44]. Product: [CH3:44][N:43]([CH3:45])[C:38]1[CH:39]=[CH:40][CH:41]=[CH:42][C:37]=1[CH2:36][NH:35][C:9]([NH:10][C:11]1[CH:12]=[N:13][CH:14]=[C:15]([C:17]#[C:18][C:19]2[CH:20]=[N:21][C:22]([NH:25][CH2:26][CH2:27][N:28]3[CH2:33][CH2:32][O:31][CH2:30][CH2:29]3)=[N:23][CH:24]=2)[CH:16]=1)=[O:8]. The catalyst class is: 12.